This data is from Forward reaction prediction with 1.9M reactions from USPTO patents (1976-2016). The task is: Predict the product of the given reaction. (1) Given the reactants ClC[O:3][P:4](=[O:15])([O:10][C:11](C)(C)C)[O:5]C(C)(C)C.C([O-])([O-])=O.[Cs+].[Cs+].[NH:22]1[C:30]2[C:25](=[CH:26][CH:27]=[CH:28][CH:29]=2)[C:24]([C:31]2[C:32](=[O:54])[NH:33][C:34](=[O:53])[C:35]=2[C:36]2[C:45]3[C:40](=[CH:41][CH:42]=[CH:43][CH:44]=3)[N:39]=[C:38]([N:46]3[CH2:51][CH2:50][N:49]([CH3:52])[CH2:48][CH2:47]3)[N:37]=2)=[CH:23]1.C(O)(C(F)(F)F)=O, predict the reaction product. The product is: [NH:22]1[C:30]2[C:25](=[CH:26][CH:27]=[CH:28][CH:29]=2)[C:24]([C:31]2[C:32](=[O:54])[N:33]([CH2:11][O:10][P:4](=[O:15])([OH:3])[OH:5])[C:34](=[O:53])[C:35]=2[C:36]2[C:45]3[C:40](=[CH:41][CH:42]=[CH:43][CH:44]=3)[N:39]=[C:38]([N:46]3[CH2:51][CH2:50][N:49]([CH3:52])[CH2:48][CH2:47]3)[N:37]=2)=[CH:23]1. (2) Given the reactants C(O[C:6](=O)[N:7]([CH:9]([C:16](=[O:40])[N:17]([C:30]1[CH:35]=[CH:34][C:33]([O:36][CH3:37])=[C:32]([O:38][CH3:39])[CH:31]=1)[CH2:18][CH2:19][C:20]1[CH:25]=[CH:24][C:23]([C:26]([F:29])([F:28])[F:27])=[CH:22][CH:21]=1)[C:10]1[CH:15]=[CH:14][CH:13]=[CH:12][CH:11]=1)C)(C)(C)C.C(O)(C(F)(F)F)=O, predict the reaction product. The product is: [CH3:39][O:38][C:32]1[CH:31]=[C:30]([N:17]([CH2:18][CH2:19][C:20]2[CH:21]=[CH:22][C:23]([C:26]([F:27])([F:29])[F:28])=[CH:24][CH:25]=2)[C:16](=[O:40])[CH:9]([NH:7][CH3:6])[C:10]2[CH:15]=[CH:14][CH:13]=[CH:12][CH:11]=2)[CH:35]=[CH:34][C:33]=1[O:36][CH3:37]. (3) Given the reactants [CH3:1][C:2]1[C:6]([CH3:7])=[C:5]([NH:8][C:9](=[O:16])OCC(Cl)(Cl)Cl)[O:4][N:3]=1.[CH3:17][O:18][C:19]1[CH:20]=[C:21]([C:25]2[N:26]=[C:27]([N:30]3[CH2:35][CH2:34][NH:33][CH2:32][CH2:31]3)[S:28][CH:29]=2)[CH:22]=[CH:23][CH:24]=1.C(N(C(C)C)CC)(C)C.O, predict the reaction product. The product is: [CH3:1][C:2]1[C:6]([CH3:7])=[C:5]([NH:8][C:9]([N:33]2[CH2:34][CH2:35][N:30]([C:27]3[S:28][CH:29]=[C:25]([C:21]4[CH:22]=[CH:23][CH:24]=[C:19]([O:18][CH3:17])[CH:20]=4)[N:26]=3)[CH2:31][CH2:32]2)=[O:16])[O:4][N:3]=1. (4) Given the reactants C1(C)C=CC(S(O)(=O)=O)=CC=1.[NH2:12][C@:13]1([C:18]([O:20][CH2:21][CH3:22])=[O:19])[CH2:15][C@H:14]1[CH:16]=[CH2:17].C(OCC)(=O)C.C(=O)(O)[O-].[K+], predict the reaction product. The product is: [NH2:12][C@:13]1([C:18]([O:20][CH2:21][CH3:22])=[O:19])[CH2:15][C@H:14]1[CH:16]=[CH2:17]. (5) Given the reactants [NH2:1][C:2]1[C:7]([C:8]#[N:9])=[C:6]([C:10]2[S:14][C:13](I)=[N:12][CH:11]=2)[C:5]([C:16]#[N:17])=[C:4]([S:18][CH2:19][C:20]2[N:21]=[C:22]([C:25]3[CH:30]=[CH:29][C:28]([Cl:31])=[CH:27][CH:26]=3)[S:23][CH:24]=2)[N:3]=1.[NH2:32][CH2:33][CH2:34][OH:35], predict the reaction product. The product is: [NH2:1][C:2]1[C:7]([C:8]#[N:9])=[C:6]([C:10]2[S:14][C:13]([NH:32][CH2:33][CH2:34][OH:35])=[N:12][CH:11]=2)[C:5]([C:16]#[N:17])=[C:4]([S:18][CH2:19][C:20]2[N:21]=[C:22]([C:25]3[CH:30]=[CH:29][C:28]([Cl:31])=[CH:27][CH:26]=3)[S:23][CH:24]=2)[N:3]=1.